From a dataset of Forward reaction prediction with 1.9M reactions from USPTO patents (1976-2016). Predict the product of the given reaction. (1) The product is: [F:37][C:35]1[CH:34]=[C:4]([CH:3]=[C:2]([F:1])[CH:36]=1)[CH2:5][C@H:6]1[C@@H:10]([C@H:11]2[CH2:15][C@H:14]([OH:16])[CH2:13][N:12]2[CH:20]([C:21]2[CH:22]=[CH:23][CH:24]=[CH:25][CH:26]=2)[C:27]2[CH:32]=[CH:31][CH:30]=[CH:29][CH:28]=2)[O:9][C:8](=[O:33])[NH:7]1. Given the reactants [F:1][C:2]1[CH:3]=[C:4]([CH:34]=[C:35]([F:37])[CH:36]=1)[CH2:5][C@H:6]1[C@@H:10]([C@H:11]2[CH2:15][C@@H:14]([O:16]CC=C)[CH2:13][N:12]2[CH:20]([C:27]2[CH:32]=[CH:31][CH:30]=[CH:29][CH:28]=2)[C:21]2[CH:26]=[CH:25][CH:24]=[CH:23][CH:22]=2)[O:9][C:8](=[O:33])[NH:7]1.OCC1COCCN1C(OC(C)(C)C)=O.C(OC(N1CCOCC1C(O)=O)=O)(C)(C)C.CCN(C(C)C)C(C)C.ClCCOC=O.[BH4-].[Na+], predict the reaction product. (2) Given the reactants C(O)(=O)C(C)(C)C.[CH3:8][C:9]1([CH3:29])[C:21]2[CH:20]=[C:19]([NH:22][C:23]3[CH:28]=[CH:27][N:26]=[CH:25][CH:24]=3)[CH:18]=[CH:17][C:16]=2[C:15]2[C:10]1=[CH:11][CH:12]=[CH:13][CH:14]=2.C(=O)([O-])[O-].[K+].[K+].C([O-])([O-])=O.[Na+].[Na+], predict the reaction product. The product is: [CH3:8][C:9]1([CH3:29])[C:21]2[CH:20]=[C:19]3[NH:22][C:23]4[C:28]([C:18]3=[CH:17][C:16]=2[C:15]2[C:10]1=[CH:11][CH:12]=[CH:13][CH:14]=2)=[CH:27][N:26]=[CH:25][CH:24]=4.